Dataset: Catalyst prediction with 721,799 reactions and 888 catalyst types from USPTO. Task: Predict which catalyst facilitates the given reaction. (1) Reactant: [C:1](#[N:3])[CH3:2].C[Si]([N-][Si](C)(C)C)(C)C.[Li+].C[O:15][C:16]([C:18]1[O:19][C:20]([CH2:23][O:24][CH3:25])=[CH:21][CH:22]=1)=O.Cl. Product: [CH3:25][O:24][CH2:23][C:20]1[O:19][C:18]([C:16](=[O:15])[CH2:2][C:1]#[N:3])=[CH:22][CH:21]=1. The catalyst class is: 1. (2) Reactant: [CH3:1][C:2]1[NH:6][N:5]=[C:4]([NH:7][C:8]2[CH:13]=[C:12]([CH2:14][CH2:15]Br)[N:11]=[C:10]([S:17][C:18]3[CH:23]=[CH:22][C:21]([NH:24][C:25](=[O:28])[CH2:26][CH3:27])=[CH:20][CH:19]=3)[N:9]=2)[CH:3]=1.[NH:29]1[CH2:32][CH2:31][CH2:30]1. Product: [CH3:1][C:2]1[NH:6][N:5]=[C:4]([NH:7][C:8]2[CH:13]=[C:12]([CH2:14][CH2:15][N:29]3[CH2:32][CH2:31][CH2:30]3)[N:11]=[C:10]([S:17][C:18]3[CH:23]=[CH:22][C:21]([NH:24][C:25](=[O:28])[CH2:26][CH3:27])=[CH:20][CH:19]=3)[N:9]=2)[CH:3]=1. The catalyst class is: 42.